Dataset: Full USPTO retrosynthesis dataset with 1.9M reactions from patents (1976-2016). Task: Predict the reactants needed to synthesize the given product. (1) The reactants are: [F:1][C:2]1[CH:23]=[CH:22][C:5]([CH2:6][N:7]2[C:11](=[O:12])[N:10]([C:13]3[S:17][C:16]([C:18](O)=[O:19])=[C:15]([CH3:21])[CH:14]=3)[CH:9]=[N:8]2)=[CH:4][CH:3]=1.ON1C2C=CC=CC=2N=N1.Cl.C(N=C=NCCCN(C)C)C.C(N(CC)C(C)C)(C)C.[NH2:55][CH2:56][C:57]1[CH:58]=[N:59][CH:60]=[CH:61][CH:62]=1. Given the product [F:1][C:2]1[CH:23]=[CH:22][C:5]([CH2:6][N:7]2[C:11](=[O:12])[N:10]([C:13]3[S:17][C:16]([C:18]([NH:55][CH2:56][C:57]4[CH:58]=[N:59][CH:60]=[CH:61][CH:62]=4)=[O:19])=[C:15]([CH3:21])[CH:14]=3)[CH:9]=[N:8]2)=[CH:4][CH:3]=1, predict the reactants needed to synthesize it. (2) Given the product [CH3:12][O:11][C:10]1[CH:9]=[CH:8][CH:7]=[C:4]([CH:5]=[CH:16][N+:13]([O-:15])=[O:14])[C:3]=1[O:2][CH3:1], predict the reactants needed to synthesize it. The reactants are: [CH3:1][O:2][C:3]1[C:10]([O:11][CH3:12])=[CH:9][CH:8]=[CH:7][C:4]=1[CH:5]=O.[N+:13]([CH3:16])([O-:15])=[O:14]. (3) The reactants are: [O-]CC.[Na+].[CH3:5][C:6]1[CH:7]=[CH:8][C:9]([C:12]2[N:16]([C:17]3[CH:18]=[N:19][CH:20]=[CH:21][CH:22]=3)[N:15]=[C:14]([C:23]([O:25]CC)=[O:24])[CH:13]=2)=[N:10][CH:11]=1.O.C(OCC)C. Given the product [CH3:5][C:6]1[CH:7]=[CH:8][C:9]([C:12]2[N:16]([C:17]3[CH:18]=[N:19][CH:20]=[CH:21][CH:22]=3)[N:15]=[C:14]([C:23]([OH:25])=[O:24])[CH:13]=2)=[N:10][CH:11]=1, predict the reactants needed to synthesize it. (4) Given the product [CH3:62][O:63][C:32](=[O:36])[C:22]([C:15]1[C:16]([CH3:21])=[N:17][C:18]2[CH2:19][CH2:20][N:11]([C:9]([O:8][CH2:1][C:2]3[CH:7]=[CH:6][CH:5]=[CH:4][CH:3]=3)=[O:10])[CH2:12][C:13]=2[C:14]=1[C:25]1[CH:26]=[CH:27][C:28]([CH3:31])=[CH:29][CH:30]=1)=[O:23], predict the reactants needed to synthesize it. The reactants are: [CH2:1]([O:8][C:9]([N:11]1[CH2:20][CH2:19][C:18]2[N:17]=[C:16]([CH3:21])[C:15]([C:22](O)=[O:23])=[C:14]([C:25]3[CH:30]=[CH:29][C:28]([CH3:31])=[CH:27][CH:26]=3)[C:13]=2[CH2:12]1)=[O:10])[C:2]1[CH:7]=[CH:6][CH:5]=[CH:4][CH:3]=1.[C:32](Cl)(=[O:36])C(Cl)=O.CCN(C(C)C)C(C)C.[Br-].C(C[S+]1CCCC1)#N.OOS([O-])=O.[K+].[CH3:62][OH:63]. (5) Given the product [Cl:1][C:2]([N:25]([C@@H:23]([C:13]1[C:22]2[C:17](=[CH:18][CH:19]=[CH:20][CH:21]=2)[CH:16]=[CH:15][CH:14]=1)[CH3:24])[C@H:26]1[CH2:30][CH2:29][N:28]([C:31]([O:33][C:34]([CH3:36])([CH3:35])[CH3:37])=[O:32])[CH2:27]1)=[O:4].[Cl:1][C:2]([N:25]([C@@H:23]([C:13]1[C:22]2[C:17](=[CH:18][CH:19]=[CH:20][CH:21]=2)[CH:16]=[CH:15][CH:14]=1)[CH3:24])[C@@H:26]1[CH2:30][CH2:29][N:28]([C:31]([O:33][C:34]([CH3:36])([CH3:35])[CH3:37])=[O:32])[CH2:27]1)=[O:4], predict the reactants needed to synthesize it. The reactants are: [Cl:1][C:2](Cl)([O:4]C(=O)OC(Cl)(Cl)Cl)Cl.[C:13]1([CH:23]([NH:25][C@@H:26]2[CH2:30][CH2:29][N:28]([C:31]([O:33][C:34]([CH3:37])([CH3:36])[CH3:35])=[O:32])[CH2:27]2)[CH3:24])[C:22]2[C:17](=[CH:18][CH:19]=[CH:20][CH:21]=2)[CH:16]=[CH:15][CH:14]=1.C(N(CC)CC)C.O. (6) Given the product [CH3:1][S:2]([C:3]1[N:4]=[CH:5][C:6]2[CH:12]=[CH:11][C:10]([NH2:13])=[N:9][C:7]=2[N:8]=1)=[O:15], predict the reactants needed to synthesize it. The reactants are: [CH3:1][S:2][C:3]1[N:4]=[CH:5][C:6]2[CH:12]=[CH:11][C:10]([NH2:13])=[N:9][C:7]=2[N:8]=1.C[OH:15].